Task: Predict the reactants needed to synthesize the given product.. Dataset: Full USPTO retrosynthesis dataset with 1.9M reactions from patents (1976-2016) (1) Given the product [Cl:1][C:2]1[CH:8]=[C:6]2[C:5]([CH:9]=[N:13][NH:7]2)=[CH:4][C:3]=1[NH2:10], predict the reactants needed to synthesize it. The reactants are: [Cl:1][C:2]1[C:3]([N+:10]([O-])=O)=[CH:4][C:5]([CH3:9])=[C:6]([CH:8]=1)[NH2:7].[N:13]([O-])=O.[Na+].Cl[Sn]Cl.[OH-].[Na+]. (2) The reactants are: [C:1]([O:5][C:6]([N:8]([CH3:38])[CH:9]([CH3:37])[C:10]([NH:12][CH:13]([CH:31]1[CH2:36][CH2:35][CH2:34][CH2:33][CH2:32]1)[C:14]([N:16]1[CH:23]2[CH:19]([N:20]([S:27]([CH3:30])(=[O:29])=[O:28])[CH2:21][CH:22]2[C:24]([OH:26])=O)[CH2:18][CH2:17]1)=[O:15])=[O:11])=[O:7])([CH3:4])([CH3:3])[CH3:2].CN(C(ON1N=NC2C=CC=NC1=2)=[N+](C)C)C.F[P-](F)(F)(F)(F)F.CCN(C(C)C)C(C)C.[C@H:72]1([NH2:82])[C:81]2[C:76](=[CH:77][CH:78]=[CH:79][CH:80]=2)[CH2:75][CH2:74][CH2:73]1. Given the product [C:1]([O:5][C:6](=[O:7])[N:8]([CH:9]([C:10](=[O:11])[NH:12][CH:13]([CH:31]1[CH2:32][CH2:33][CH2:34][CH2:35][CH2:36]1)[C:14]([N:16]1[CH2:17][CH2:18][CH:19]2[N:20]([S:27]([CH3:30])(=[O:28])=[O:29])[CH2:21][CH:22]([C:24](=[O:26])[NH:82][CH:72]3[C:81]4[C:76](=[CH:77][CH:78]=[CH:79][CH:80]=4)[CH2:75][CH2:74][CH2:73]3)[CH:23]12)=[O:15])[CH3:37])[CH3:38])([CH3:2])([CH3:4])[CH3:3], predict the reactants needed to synthesize it. (3) Given the product [Cl:10][C:11]1[CH:16]=[C:15]([CH:14]=[CH:13][C:12]=1[N+:18]([O-:20])=[O:19])[NH:9][CH2:8][CH2:7][N:4]1[CH2:5][CH2:6][O:1][CH2:2][CH2:3]1, predict the reactants needed to synthesize it. The reactants are: [O:1]1[CH2:6][CH2:5][N:4]([CH2:7][CH2:8][NH2:9])[CH2:3][CH2:2]1.[Cl:10][C:11]1[CH:16]=[C:15](Cl)[CH:14]=[CH:13][C:12]=1[N+:18]([O-:20])=[O:19].C([O-])([O-])=O.[Cs+].[Cs+]. (4) The reactants are: [NH:1]([C:31]([O:33][CH2:34][CH:35]1[C:47]2[C:42](=[CH:43][CH:44]=[CH:45][CH:46]=2)[C:41]2[C:36]1=[CH:37][CH:38]=[CH:39][CH:40]=2)=[O:32])[C@H:2]([C:28]([NH2:30])=[O:29])[CH2:3][CH2:4][CH2:5][CH2:6][NH:7]C(C1C=CC=CC=1)(C1C=CC=CC=1)C1C=CC(C)=CC=1. Given the product [NH:1]([C:31]([O:33][CH2:34][CH:35]1[C:36]2[C:41](=[CH:40][CH:39]=[CH:38][CH:37]=2)[C:42]2[C:47]1=[CH:46][CH:45]=[CH:44][CH:43]=2)=[O:32])[C@H:2]([C:28]([NH2:30])=[O:29])[CH2:3][CH2:4][CH2:5][CH2:6][NH2:7], predict the reactants needed to synthesize it. (5) The reactants are: [CH3:1][C:2]1([CH3:20])[C:10]2[C:5](=[CH:6][C:7]([N:11]3[CH2:16][CH2:15][O:14][CH2:13][CH2:12]3)=[CH:8][CH:9]=2)[N:4](C(=O)C)[CH2:3]1.Cl.C([O-])(O)=O.[Na+]. Given the product [CH3:1][C:2]1([CH3:20])[C:10]2[C:5](=[CH:6][C:7]([N:11]3[CH2:16][CH2:15][O:14][CH2:13][CH2:12]3)=[CH:8][CH:9]=2)[NH:4][CH2:3]1, predict the reactants needed to synthesize it. (6) Given the product [C:22]([O:21][C:19](=[O:20])[NH:16][CH2:15][C:14]([C:11]1[CH:10]=[CH:9][C:8]([OH:7])=[CH:13][CH:12]=1)([CH3:18])[CH3:17])([CH3:25])([CH3:24])[CH3:23], predict the reactants needed to synthesize it. The reactants are: [H-].[Al+3].[Li+].[H-].[H-].[H-].[OH:7][C:8]1[CH:13]=[CH:12][C:11]([C:14]([CH3:18])([CH3:17])[C:15]#[N:16])=[CH:10][CH:9]=1.[C:19](O[C:19]([O:21][C:22]([CH3:25])([CH3:24])[CH3:23])=[O:20])([O:21][C:22]([CH3:25])([CH3:24])[CH3:23])=[O:20]. (7) Given the product [CH2:83]([O:86][C:14](=[O:35])[C@@H:15]([N:20]1[CH2:24][C:23]([O:25][C:26]2[CH:31]=[CH:30][CH:29]=[C:28]([N:89]3[CH2:93][CH2:92][CH2:91][CH2:90]3)[C:27]=2[F:33])=[CH:22][C:21]1=[O:34])[CH2:16][CH:17]([CH3:18])[CH3:19])[CH3:37], predict the reactants needed to synthesize it. The reactants are: CC1(C)O[C@H](CN2C=CC(N[C:14](=[O:35])[C@@H:15]([N:20]3[CH2:24][C:23]([O:25][C:26]4[CH:31]=[CH:30][CH:29]=[C:28](Br)[C:27]=4[F:33])=[CH:22][C:21]3=[O:34])[CH2:16][CH:17]([CH3:19])[CH3:18])=N2)CO1.[C:37]1(P(C2C=CC=CC=2)C2C=CC3C(=CC=CC=3)C=2C2C3C(=CC=CC=3)C=CC=2P(C2C=CC=CC=2)C2C=CC=CC=2)C=CC=CC=1.[C:83](=[O:86])([O-])[O-].[Cs+].[Cs+].[NH:89]1[CH2:93][CH2:92][CH2:91][CH2:90]1. (8) Given the product [CH3:1][O:2][C:3](=[O:17])[C:4]1[CH:9]=[C:8]([C:10]([F:13])([F:12])[F:11])[CH:7]=[C:6]([NH2:14])[CH:5]=1, predict the reactants needed to synthesize it. The reactants are: [CH3:1][O:2][C:3](=[O:17])[C:4]1[CH:9]=[C:8]([C:10]([F:13])([F:12])[F:11])[CH:7]=[C:6]([N+:14]([O-])=O)[CH:5]=1.O.O.[Sn](Cl)(Cl)(Cl)Cl. (9) Given the product [Br:34][C:35]1[CH:36]=[CH:37][C:38]([C:41]([N:43]=[C:44]=[S:45])=[O:42])=[CH:39][CH:40]=1.[Br:34][C:35]1[CH:40]=[CH:39][C:38]([C:41]([NH:43][C:44]([NH:15][C:14]2[CH:16]=[CH:17][C:18]([O:19][C:20]3[C:29]4[C:24](=[CH:25][C:26]([O:32][CH3:33])=[C:27]([O:30][CH3:31])[CH:28]=4)[N:23]=[CH:22][CH:21]=3)=[C:12]([Cl:11])[CH:13]=2)=[S:45])=[O:42])=[CH:37][CH:36]=1, predict the reactants needed to synthesize it. The reactants are: BrC1C=CC(C(Cl)=O)=CC=1.[Cl:11][C:12]1[CH:13]=[C:14]([CH:16]=[CH:17][C:18]=1[O:19][C:20]1[C:29]2[C:24](=[CH:25][C:26]([O:32][CH3:33])=[C:27]([O:30][CH3:31])[CH:28]=2)[N:23]=[CH:22][CH:21]=1)[NH2:15].[Br:34][C:35]1[CH:40]=[CH:39][C:38]([C:41]([N:43]=[C:44]=[S:45])=[O:42])=[CH:37][CH:36]=1. (10) The reactants are: O=[C:2]1[CH2:6][CH2:5][N:4]([C:7]([O:9][C:10]([CH3:13])([CH3:12])[CH3:11])=[O:8])[C@@H:3]1[C:14]([O:16][CH2:17][CH3:18])=[O:15].[NH:19]1[CH2:24][CH2:23][CH2:22][CH2:21][CH2:20]1.[Na].C(OB(OC(=O)C)OC(=O)C)(=O)C.C(=O)(O)[O-].[Na+]. Given the product [N:19]1([C@@H:2]2[CH2:6][CH2:5][N:4]([C:7]([O:9][C:10]([CH3:13])([CH3:12])[CH3:11])=[O:8])[C@@H:3]2[C:14]([O:16][CH2:17][CH3:18])=[O:15])[CH2:24][CH2:23][CH2:22][CH2:21][CH2:20]1, predict the reactants needed to synthesize it.